From a dataset of Reaction yield outcomes from USPTO patents with 853,638 reactions. Predict the reaction yield, written as a fraction of the theoretical maximum amount of product (1.0 means a 100% yield; for example, 0.34 means a 34% yield). (1) The yield is 0.510. The catalyst is ClCCl.[O-2].[Mn+4].[O-2]. The reactants are [CH3:1][C:2]1[C:10]2[C:5](=[C:6]([C:11]([F:14])([F:13])[F:12])[CH:7]=[CH:8][CH:9]=2)[NH:4][C:3]=1[CH2:15][OH:16]. The product is [CH3:1][C:2]1[C:10]2[C:5](=[C:6]([C:11]([F:14])([F:12])[F:13])[CH:7]=[CH:8][CH:9]=2)[NH:4][C:3]=1[CH:15]=[O:16]. (2) The reactants are [C:1]([C:3]1[CH:8]=[CH:7][C:6]([O:9][CH3:10])=[CH:5][C:4]=1[CH2:11][C:12]([OH:14])=O)#[N:2].O=S(Cl)[Cl:17]. The yield is 0.700. The product is [Cl:17][C:1]1[C:3]2[C:4](=[CH:5][C:6]([O:9][CH3:10])=[CH:7][CH:8]=2)[CH:11]=[C:12]([OH:14])[N:2]=1. The catalyst is ClCCl. (3) The reactants are [C:1]1(=[O:11])[O:6][C:4](=[O:5])[C:3]2=[CH:7][CH:8]=[CH:9][CH:10]=[C:2]12.[C:12](O)(=O)CC(O)=O.Cl. The catalyst is C(N(CC)CC)C. The product is [C:4]([C:3]1[CH:7]=[CH:8][CH:9]=[CH:10][C:2]=1[C:1]([OH:6])=[O:11])(=[O:5])[CH3:12]. The yield is 0.680. (4) The reactants are [Cl:1][C:2]1[CH:7]=[CH:6][CH:5]=[C:4]([Cl:8])[C:3]=1[C:9]1[CH:14]=[C:13]([F:15])[CH:12]=[C:11]([N+:16]([O-:18])=[O:17])[C:10]=1[O:19]C.B(Br)(Br)Br. The catalyst is C(Cl)Cl. The product is [Cl:1][C:2]1[CH:7]=[CH:6][CH:5]=[C:4]([Cl:8])[C:3]=1[C:9]1[C:10]([OH:19])=[C:11]([N+:16]([O-:18])=[O:17])[CH:12]=[C:13]([F:15])[CH:14]=1. The yield is 0.890. (5) The reactants are N1C=CC=CC=1.[OH:7][C@H:8]1[CH2:12][N:11]([C:13]([O:15][C:16]([CH3:19])([CH3:18])[CH3:17])=[O:14])[C@H:10]([C:20]([O:22][CH3:23])=[O:21])[CH2:9]1. The catalyst is C(Cl)Cl. The product is [O:7]=[C:8]1[CH2:12][N:11]([C:13]([O:15][C:16]([CH3:17])([CH3:18])[CH3:19])=[O:14])[C@H:10]([C:20]([O:22][CH3:23])=[O:21])[CH2:9]1. The yield is 0.810. (6) The reactants are [CH3:1][N:2]1[CH2:7][CH2:6][N:5]([C:8]2[CH:13]=[CH:12][C:11]([CH2:14][OH:15])=[C:10]([NH:16][CH:17]3[CH2:22][CH2:21][O:20][CH2:19][CH2:18]3)[CH:9]=2)[CH2:4][CH2:3]1. The catalyst is C(OCC)(=O)C.ClCCl.[O-2].[O-2].[Mn+4]. The product is [CH3:1][N:2]1[CH2:3][CH2:4][N:5]([C:8]2[CH:13]=[CH:12][C:11]([CH:14]=[O:15])=[C:10]([NH:16][CH:17]3[CH2:22][CH2:21][O:20][CH2:19][CH2:18]3)[CH:9]=2)[CH2:6][CH2:7]1. The yield is 0.503.